This data is from Peptide-MHC class I binding affinity with 185,985 pairs from IEDB/IMGT. The task is: Regression. Given a peptide amino acid sequence and an MHC pseudo amino acid sequence, predict their binding affinity value. This is MHC class I binding data. (1) The peptide sequence is RVRRLNWAA. The MHC is HLA-B27:05 with pseudo-sequence HLA-B27:05. The binding affinity (normalized) is 0.197. (2) The peptide sequence is FFNKTLILL. The MHC is HLA-A23:01 with pseudo-sequence HLA-A23:01. The binding affinity (normalized) is 0.647. (3) The peptide sequence is EARIVDKFGK. The MHC is HLA-A68:01 with pseudo-sequence HLA-A68:01. The binding affinity (normalized) is 0.574. (4) The peptide sequence is LVSDYCNVLNKEFT. The binding affinity (normalized) is 0. The MHC is HLA-B18:01 with pseudo-sequence HLA-B18:01. (5) The peptide sequence is ASLPYGANK. The MHC is HLA-A68:01 with pseudo-sequence HLA-A68:01. The binding affinity (normalized) is 0.102.